Dataset: Reaction yield outcomes from USPTO patents with 853,638 reactions. Task: Predict the reaction yield, written as a fraction of the theoretical maximum amount of product (1.0 means a 100% yield; for example, 0.34 means a 34% yield). (1) The reactants are [CH3:1][O:2][C:3]([C:5]1[C:6]2[CH:7](O)[C:8]([CH3:24])([CH3:23])[CH:9]([C:16]3[CH:21]=[CH:20][CH:19]=[C:18]([Br:22])[CH:17]=3)[NH:10][C:11]=2[CH:12]=[C:13]([Cl:15])[CH:14]=1)=[O:4].C([SiH](CC)CC)C. The catalyst is FC(F)(F)C(O)=O. The product is [CH3:1][O:2][C:3]([C:5]1[C:6]2[CH2:7][C:8]([CH3:24])([CH3:23])[CH:9]([C:16]3[CH:21]=[CH:20][CH:19]=[C:18]([Br:22])[CH:17]=3)[NH:10][C:11]=2[CH:12]=[C:13]([Cl:15])[CH:14]=1)=[O:4]. The yield is 0.326. (2) The product is [Cl:15][C:16]1[CH:21]=[CH:20][CH:19]=[CH:18][C:17]=1[C:2]1[C:10]2[C:5](=[N:6][CH:7]=[C:8]([C:11]([O:13][CH3:14])=[O:12])[CH:9]=2)[O:4][CH:3]=1. The reactants are Br[C:2]1[C:10]2[C:5](=[N:6][CH:7]=[C:8]([C:11]([O:13][CH3:14])=[O:12])[CH:9]=2)[O:4][CH:3]=1.[Cl:15][C:16]1[CH:21]=[CH:20][CH:19]=[CH:18][C:17]=1B(O)O. The yield is 0.770. No catalyst specified. (3) The reactants are [Br:1][C:2]1[CH:16]=[C:15](/[CH:17]=[CH:18]/[CH:19]([C:24]2[CH:29]=[C:28]([Cl:30])[C:27]([Cl:31])=[C:26]([Cl:32])[CH:25]=2)[C:20]([F:23])([F:22])[F:21])[CH:14]=[CH:13][C:3]=1[C:4]([NH:6][CH:7]1[CH2:12][CH2:11][NH:10][CH2:9][CH2:8]1)=[O:5].C(N(CC)CC)C.Cl[CH2:41][CH2:42][OH:43]. The catalyst is C1COCC1.C(OCC)(=O)C. The product is [Br:1][C:2]1[CH:16]=[C:15](/[CH:17]=[CH:18]/[CH:19]([C:24]2[CH:25]=[C:26]([Cl:32])[C:27]([Cl:31])=[C:28]([Cl:30])[CH:29]=2)[C:20]([F:23])([F:21])[F:22])[CH:14]=[CH:13][C:3]=1[C:4]([NH:6][CH:7]1[CH2:12][CH2:11][N:10]([CH2:41][CH2:42][OH:43])[CH2:9][CH2:8]1)=[O:5]. The yield is 0.340. (4) The reactants are [CH3:1][O:2][C:3]1[CH:8]=[CH:7][C:6]([C:9]2[O:13][C:12]([NH:14][C:15]3[CH:20]=[CH:19][CH:18]=[CH:17][CH:16]=3)=[N:11][C:10]=2[C:21]([O:23]CC)=[O:22])=[CH:5][CH:4]=1.[OH-].[K+]. The catalyst is CO. The product is [CH3:1][O:2][C:3]1[CH:4]=[CH:5][C:6]([C:9]2[O:13][C:12]([NH:14][C:15]3[CH:20]=[CH:19][CH:18]=[CH:17][CH:16]=3)=[N:11][C:10]=2[C:21]([OH:23])=[O:22])=[CH:7][CH:8]=1. The yield is 0.480. (5) The reactants are [NH2:1][C:2]1[CH:7]=[CH:6][CH:5]=[CH:4][C:3]=1[NH:8][C:9](=[O:28])[C:10]1[CH:15]=[CH:14][C:13]([CH2:16][N:17]2[CH2:25][C:24]3[C:19](=[CH:20][CH:21]=[CH:22][C:23]=3Br)[C:18]2=[O:27])=[CH:12][CH:11]=1.[C:29]([NH:32][C:33]1[CH:34]=[C:35](B(O)O)[CH:36]=[CH:37][CH:38]=1)(=[O:31])[CH3:30]. No catalyst specified. The product is [NH2:1][C:2]1[CH:7]=[CH:6][CH:5]=[CH:4][C:3]=1[NH:8][C:9](=[O:28])[C:10]1[CH:15]=[CH:14][C:13]([CH2:16][N:17]2[CH2:25][C:24]3[C:19](=[CH:20][CH:21]=[CH:22][C:23]=3[C:37]3[CH:36]=[CH:35][CH:34]=[C:33]([NH:32][C:29](=[O:31])[CH3:30])[CH:38]=3)[C:18]2=[O:27])=[CH:12][CH:11]=1. The yield is 0.540. (6) No catalyst specified. The product is [CH2:6]([C:8]1[C:9]([C:29]2[CH:34]=[CH:33][CH:32]=[CH:31][CH:30]=2)=[C:10]([O:20][C:21]2[CH:28]=[CH:27][C:24](/[CH:25]=[CH:37]/[C:38]([O:39][CH2:40][CH3:36])=[O:35])=[CH:23][CH:22]=2)[C:11]2[C:16]([CH:17]=1)=[CH:15][C:14]([O:18][CH3:19])=[CH:13][CH:12]=2)[CH3:7]. The yield is 0.940. The reactants are [Li]CCCC.[CH2:6]([C:8]1[C:9]([C:29]2[CH:34]=[CH:33][CH:32]=[CH:31][CH:30]=2)=[C:10]([O:20][C:21]2[CH:28]=[CH:27][C:24]([CH:25]=O)=[CH:23][CH:22]=2)[C:11]2[C:16]([CH:17]=1)=[CH:15][C:14]([O:18][CH3:19])=[CH:13][CH:12]=2)[CH3:7].[OH2:35].[CH2:36]1[CH2:40][O:39][CH2:38][CH2:37]1. (7) The reactants are [Cl:1][C:2]1[N:7]=[C:6](Cl)[C:5]([O:9][CH2:10][CH3:11])=[CH:4][N:3]=1.[NH:12]1[CH2:17][CH2:16][O:15][CH2:14][CH2:13]1.[NH4+].[Cl-]. The catalyst is C1(C)C=CC=CC=1. The product is [Cl:1][C:2]1[N:7]=[C:6]([N:12]2[CH2:17][CH2:16][O:15][CH2:14][CH2:13]2)[C:5]([O:9][CH2:10][CH3:11])=[CH:4][N:3]=1. The yield is 0.735.